Dataset: Full USPTO retrosynthesis dataset with 1.9M reactions from patents (1976-2016). Task: Predict the reactants needed to synthesize the given product. (1) Given the product [Cl:1][C:2]1[CH:3]=[CH:4][C:5]([C:8]2[CH:12]=[C:11]([CH2:13][CH2:14][CH2:15][N:28]3[CH2:27][CH2:26][N:25]([C:20]4[CH:21]=[CH:22][CH:23]=[CH:24][C:19]=4[O:18][CH3:17])[CH2:30][CH2:29]3)[O:10][N:9]=2)=[CH:6][CH:7]=1, predict the reactants needed to synthesize it. The reactants are: [Cl:1][C:2]1[CH:7]=[CH:6][C:5]([C:8]2[CH:12]=[C:11]([CH2:13][CH2:14][CH:15]=O)[O:10][N:9]=2)=[CH:4][CH:3]=1.[CH3:17][O:18][C:19]1[CH:24]=[CH:23][CH:22]=[CH:21][C:20]=1[N:25]1[CH2:30][CH2:29][NH:28][CH2:27][CH2:26]1.[BH-](OC(C)=O)(OC(C)=O)OC(C)=O.[Na+]. (2) Given the product [CH2:1]([O:3][C:4]1[N:8]([CH2:9][C:10]2[CH:11]=[CH:12][C:13]([C:16]3[CH:21]=[CH:20][CH:19]=[CH:18][C:17]=3[C:22]3[NH:23][N:24]=[N:25][N:26]=3)=[CH:14][CH:15]=2)[C:7]2[C:46]([C:50]([O:52][C:53]([O:56][C:57]([O:59][CH2:60][CH2:61][CH:62]([CH3:74])[C@@H:63]([O:70][N+:71]([O-:73])=[O:72])[C@H:64]([O:66][N+:67]([O-:69])=[O:68])[CH3:65])=[O:58])([CH3:54])[CH3:55])=[O:51])=[CH:47][CH:48]=[CH:49][C:6]=2[N:5]=1)[CH3:2], predict the reactants needed to synthesize it. The reactants are: [CH2:1]([O:3][C:4]1[N:8]([CH2:9][C:10]2[CH:15]=[CH:14][C:13]([C:16]3[CH:21]=[CH:20][CH:19]=[CH:18][C:17]=3[C:22]3[N:26](C(C4C=CC=CC=4)(C4C=CC=CC=4)C4C=CC=CC=4)[N:25]=[N:24][N:23]=3)=[CH:12][CH:11]=2)[C:7]2[C:46]([C:50]([O:52][C:53]([O:56][C:57]([O:59][CH2:60][CH2:61][CH:62]([CH3:74])[C@@H:63]([O:70][N+:71]([O-:73])=[O:72])[C@H:64]([O:66][N+:67]([O-:69])=[O:68])[CH3:65])=[O:58])([CH3:55])[CH3:54])=[O:51])=[CH:47][CH:48]=[CH:49][C:6]=2[N:5]=1)[CH3:2].CO. (3) Given the product [Br:21][C:22]1[N:23]=[C:24]([C:13]2[CH:12]=[C:11]([NH:10][C:9]([NH:8][C:5]3[CH:6]=[CH:7][C:2]([Cl:1])=[CH:3][CH:4]=3)=[O:20])[CH:16]=[CH:15][CH:14]=2)[CH:25]=[CH:26][CH:27]=1, predict the reactants needed to synthesize it. The reactants are: [Cl:1][C:2]1[CH:7]=[CH:6][C:5]([NH:8][C:9](=[O:20])[NH:10][C:11]2[CH:12]=[C:13](B(O)O)[CH:14]=[CH:15][CH:16]=2)=[CH:4][CH:3]=1.[Br:21][C:22]1[CH:27]=[CH:26][CH:25]=[C:24](Br)[N:23]=1.C(=O)(O)[O-].[Na+]. (4) Given the product [F:1][C:2]1[CH:3]=[CH:4][C:5]([N:8]2[C:11](=[O:12])[C@H:10]([CH2:13][CH2:14][C:15]([OH:17])=[O:16])[C@H:9]2[C:19]2[CH:24]=[CH:23][C:22]([O:25][CH2:26][C:27]3[CH:28]=[CH:29][C:30]([O:33][CH3:34])=[CH:31][CH:32]=3)=[CH:21][CH:20]=2)=[CH:6][CH:7]=1, predict the reactants needed to synthesize it. The reactants are: [F:1][C:2]1[CH:7]=[CH:6][C:5]([N:8]2[C:11](=[O:12])[C@H:10]([CH2:13][CH2:14][C:15]([O:17]C)=[O:16])[C@H:9]2[C:19]2[CH:24]=[CH:23][C:22]([O:25][CH2:26][C:27]3[CH:32]=[CH:31][C:30]([O:33][CH3:34])=[CH:29][CH:28]=3)=[CH:21][CH:20]=2)=[CH:4][CH:3]=1.[OH-].[K+].Cl.C(OCC)(=O)C. (5) Given the product [NH2:43][C:41](=[O:42])[CH2:40][O:22][C:18]1[CH:17]=[C:16]([S:13]([N:12]2[C:8]([C:3]3[CH:4]=[CH:5][CH:6]=[CH:7][C:2]=3[F:1])=[CH:9][C:10]([CH2:23][N:24]([CH3:32])[C:25](=[O:31])[O:26][C:27]([CH3:28])([CH3:29])[CH3:30])=[CH:11]2)(=[O:14])=[O:15])[CH:21]=[CH:20][CH:19]=1, predict the reactants needed to synthesize it. The reactants are: [F:1][C:2]1[CH:7]=[CH:6][CH:5]=[CH:4][C:3]=1[C:8]1[N:12]([S:13]([C:16]2[CH:21]=[CH:20][CH:19]=[C:18]([OH:22])[CH:17]=2)(=[O:15])=[O:14])[CH:11]=[C:10]([CH2:23][N:24]([CH3:32])[C:25](=[O:31])[O:26][C:27]([CH3:30])([CH3:29])[CH3:28])[CH:9]=1.C(=O)([O-])[O-].[Cs+].[Cs+].Br[CH2:40][C:41]([NH2:43])=[O:42].O.